From a dataset of Full USPTO retrosynthesis dataset with 1.9M reactions from patents (1976-2016). Predict the reactants needed to synthesize the given product. (1) Given the product [F:1][C:2]1[C:3]([CH:8]([NH:10][C:11]([NH:13][C:14]2[CH:19]=[CH:18][C:17]([Br:20])=[CH:16][N:15]=2)=[O:21])[CH3:9])=[N:4][CH:5]=[CH:6][CH:7]=1, predict the reactants needed to synthesize it. The reactants are: [F:1][C:2]1[C:3]([CH:8]([NH:10][C:11]([NH:13][C:14]2[CH:19]=[CH:18][C:17]([Br:20])=[CH:16][N:15]=2)=S)[CH3:9])=[N:4][CH:5]=[CH:6][CH:7]=1.[OH:21]O. (2) Given the product [CH3:3][O:4][C:5]([C:7]1[C:12]([NH:13][C:14]2[CH:19]=[CH:18][C:17]([Br:20])=[CH:16][C:15]=2[F:21])=[C:11]([F:22])[C:10](=[O:23])[N:9]([CH2:26][C:27]2[CH:28]=[N:29][CH:30]=[CH:31][CH:32]=2)[CH:8]=1)=[O:6], predict the reactants needed to synthesize it. The reactants are: [H-].[Li+].[CH3:3][O:4][C:5]([C:7]1[C:12]([NH:13][C:14]2[CH:19]=[CH:18][C:17]([Br:20])=[CH:16][C:15]=2[F:21])=[C:11]([F:22])[C:10](=[O:23])[NH:9][CH:8]=1)=[O:6].Br.Br[CH2:26][C:27]1[CH:28]=[N:29][CH:30]=[CH:31][CH:32]=1. (3) Given the product [C:26]([C:29]1[CH:30]=[C:31]([C:2]2[C:3]([C@@H:8]([NH:18][C:19](=[O:25])[O:20][C:21]([CH3:24])([CH3:23])[CH3:22])[CH2:9][C:10]3[CH:15]=[C:14]([F:16])[CH:13]=[C:12]([F:17])[CH:11]=3)=[N:4][CH:5]=[N:6][CH:7]=2)[CH:32]=[CH:33][C:34]=1[F:35])(=[O:28])[NH2:27], predict the reactants needed to synthesize it. The reactants are: Br[C:2]1[C:3]([C@@H:8]([NH:18][C:19](=[O:25])[O:20][C:21]([CH3:24])([CH3:23])[CH3:22])[CH2:9][C:10]2[CH:15]=[C:14]([F:16])[CH:13]=[C:12]([F:17])[CH:11]=2)=[N:4][CH:5]=[N:6][CH:7]=1.[C:26]([C:29]1[CH:30]=[C:31](B(O)O)[CH:32]=[CH:33][C:34]=1[F:35])(=[O:28])[NH2:27].CC1(C)C2C(=C(P(C3C=CC=CC=3)C3C=CC=CC=3)C=CC=2)OC2C(P(C3C=CC=CC=3)C3C=CC=CC=3)=CC=CC1=2.C([O-])([O-])=O.[K+].[K+]. (4) The reactants are: [C:1]1([C:11](Cl)=[O:12])[C:10]2[C:5](=[CH:6][CH:7]=[CH:8][CH:9]=2)[CH:4]=[CH:3][CH:2]=1.[CH2:14]([NH:18][CH:19]1[CH2:24][CH2:23][N:22]([C:25]([O:27][C:28]([CH3:31])([CH3:30])[CH3:29])=[O:26])[CH2:21][CH2:20]1)[CH2:15][CH2:16][CH3:17].C(N(CC)CC)C. Given the product [C:28]([O:27][C:25]([N:22]1[CH2:21][CH2:20][CH:19]([N:18]([CH2:14][CH2:15][CH2:16][CH3:17])[C:11]([C:1]2[C:10]3[C:5](=[CH:6][CH:7]=[CH:8][CH:9]=3)[CH:4]=[CH:3][CH:2]=2)=[O:12])[CH2:24][CH2:23]1)=[O:26])([CH3:31])([CH3:30])[CH3:29], predict the reactants needed to synthesize it.